This data is from Reaction yield outcomes from USPTO patents with 853,638 reactions. The task is: Predict the reaction yield, written as a fraction of the theoretical maximum amount of product (1.0 means a 100% yield; for example, 0.34 means a 34% yield). (1) The reactants are [C:1]([C:3]1[CH:8]=[CH:7][C:6]([CH:9]2[CH2:14][CH2:13][N:12]([C:15]([C:17]3[CH:18]=[CH:19][C:20]([CH3:26])=[C:21]([CH:25]=3)[C:22]([OH:24])=[O:23])=[O:16])[CH2:11][CH2:10]2)=[CH:5][CH:4]=1)#[N:2].S(=O)(=O)(O)O.[CH3:32]O. No catalyst specified. The product is [C:1]([C:3]1[CH:8]=[CH:7][C:6]([CH:9]2[CH2:14][CH2:13][N:12]([C:15]([C:17]3[CH:18]=[CH:19][C:20]([CH3:26])=[C:21]([CH:25]=3)[C:22]([O:24][CH3:32])=[O:23])=[O:16])[CH2:11][CH2:10]2)=[CH:5][CH:4]=1)#[N:2]. The yield is 0.900. (2) The reactants are [Al+3].[Cl-].[Cl-].[Cl-].[CH3:5][C:6]1[S:10][C:9]2[C:11](=[O:15])[CH:12]([CH3:14])[CH2:13][C:8]=2[CH:7]=1.[Br:16]Br. The catalyst is C(Cl)(Cl)Cl. The product is [Br:16][C:7]1[C:8]2[CH2:13][CH:12]([CH3:14])[C:11](=[O:15])[C:9]=2[S:10][C:6]=1[CH3:5]. The yield is 0.920.